From a dataset of NCI-60 drug combinations with 297,098 pairs across 59 cell lines. Regression. Given two drug SMILES strings and cell line genomic features, predict the synergy score measuring deviation from expected non-interaction effect. Drug 1: CC1=C(C(CCC1)(C)C)C=CC(=CC=CC(=CC(=O)O)C)C. Cell line: K-562. Drug 2: COC1=NC(=NC2=C1N=CN2C3C(C(C(O3)CO)O)O)N. Synergy scores: CSS=6.76, Synergy_ZIP=0.230, Synergy_Bliss=1.04, Synergy_Loewe=5.30, Synergy_HSA=1.58.